Task: Predict which catalyst facilitates the given reaction.. Dataset: Catalyst prediction with 721,799 reactions and 888 catalyst types from USPTO (1) Reactant: [N+:1]([C:4]1[C:5]([CH3:15])=[C:6]([C:10]([CH3:14])=[CH:11][C:12]=1[CH3:13])[C:7]([OH:9])=O)([O-:3])=[O:2].B.C1C[O:20][CH2:19][CH2:18]1. Product: [C:19]([O:9][CH2:7][C:6]1[C:10]([CH3:14])=[CH:11][C:12]([CH3:13])=[C:4]([N+:1]([O-:3])=[O:2])[C:5]=1[CH3:15])(=[O:20])[CH3:18]. The catalyst class is: 1. (2) Reactant: [N+:1]([C:4]1[CH:9]=[CH:8][C:7]([C:10]([F:13])([F:12])[F:11])=[CH:6][C:5]=1[OH:14])([O-:3])=[O:2].[H-].[Na+].[CH3:17][O:18][CH2:19]Cl. Product: [CH3:17][O:18][CH2:19][O:14][C:5]1[CH:6]=[C:7]([C:10]([F:11])([F:12])[F:13])[CH:8]=[CH:9][C:4]=1[N+:1]([O-:3])=[O:2]. The catalyst class is: 3. (3) Reactant: [Cl:1][C:2]1[CH:3]=[C:4]([CH:10]([O:34]C)[CH2:11][NH:12][C:13]2[CH:18]=[CH:17][NH:16][C:15](=[O:19])[C:14]=2[C:20]2[NH:21][C:22]3[CH:28]=[C:27]([C:29]([NH:31][CH3:32])=[NH:30])[CH:26]=[C:25]([CH3:33])[C:23]=3[N:24]=2)[CH:5]=[CH:6][C:7]=1[O:8][CH3:9].[OH-].[Na+]. The catalyst class is: 5. Product: [Cl:1][C:2]1[CH:3]=[C:4]([CH:10]([OH:34])[CH2:11][NH:12][C:13]2[CH:18]=[CH:17][NH:16][C:15](=[O:19])[C:14]=2[C:20]2[NH:21][C:22]3[CH:28]=[C:27]([C:29]([NH:31][CH3:32])=[NH:30])[CH:26]=[C:25]([CH3:33])[C:23]=3[N:24]=2)[CH:5]=[CH:6][C:7]=1[O:8][CH3:9]. (4) Reactant: [C:1]([OH:9])(=O)[C:2]1[CH:7]=[CH:6][CH:5]=[N:4][CH:3]=1.C(Cl)CCl.C1C=CC2N(O)N=NC=2C=1.[NH2:24][CH2:25][CH2:26][NH:27][C:28]1[C:38]2[CH2:37][CH2:36][N:35]([C:39](=[O:44])[C:40]([F:43])([F:42])[F:41])[CH2:34][CH2:33][C:32]=2[CH:31]=[CH:30][C:29]=1[Cl:45]. Product: [Cl:45][C:29]1[CH:30]=[CH:31][C:32]2[CH2:33][CH2:34][N:35]([C:39](=[O:44])[C:40]([F:42])([F:41])[F:43])[CH2:36][CH2:37][C:38]=2[C:28]=1[NH:27][CH2:26][CH2:25][NH:24][C:1]([C:2]1[CH:3]=[N:4][CH:5]=[CH:6][CH:7]=1)=[O:9]. The catalyst class is: 34. (5) Reactant: N[C:2]1[CH:14]=[CH:13][C:5]([O:6][C:7]2[CH:12]=[CH:11][N:10]=[CH:9][CH:8]=2)=[CH:4][CH:3]=1.[F:15][C:16]1[CH:21]=[CH:20][C:19]([NH:22][C:23](=[O:28])[CH2:24][C:25]([OH:27])=O)=[CH:18][CH:17]=1.CC[N:31](C(C)C)C(C)C.CN(C(ON1N=NC2C=CC=CC1=2)=[N+](C)C)C.[B-](F)(F)(F)F. Product: [F:15][C:16]1[CH:17]=[CH:18][C:19]([N:22]([C:2]2[CH:3]=[CH:4][C:5]([O:6][C:7]3[CH:12]=[CH:11][N:10]=[CH:9][CH:8]=3)=[CH:13][CH:14]=2)[C:23](=[O:28])[CH2:24][C:25]([NH2:31])=[O:27])=[CH:20][CH:21]=1. The catalyst class is: 3. (6) Reactant: [NH2:1][C:2]1[N:3]=[C:4]([NH:18][C:19]2[CH:24]=[CH:23][C:22]([N:25]3[CH2:30][CH2:29][N:28](C(OC(C)(C)C)=O)[CH2:27][CH2:26]3)=[CH:21][CH:20]=2)[S:5][C:6]=1[C:7]([C:9]1[C:14]([Cl:15])=[CH:13][C:12]([Cl:16])=[CH:11][C:10]=1[Cl:17])=[O:8].O.C([O-])(O)=O.[Na+].CO.C(Cl)(Cl)Cl. Product: [NH2:1][C:2]1[N:3]=[C:4]([NH:18][C:19]2[CH:24]=[CH:23][C:22]([N:25]3[CH2:26][CH2:27][NH:28][CH2:29][CH2:30]3)=[CH:21][CH:20]=2)[S:5][C:6]=1[C:7]([C:9]1[C:10]([Cl:17])=[CH:11][C:12]([Cl:16])=[CH:13][C:14]=1[Cl:15])=[O:8]. The catalyst class is: 55. (7) Reactant: Br.[Br:2][C:3]1[CH:4]=[C:5]([CH2:10]Br)[C:6]([NH2:9])=[N:7][CH:8]=1.Cl.[CH3:13][O:14][C:15](=[O:19])[C@@H:16]([CH3:18])[NH2:17].C(N(CC)CC)C. Product: [NH2:9][C:6]1[C:5]([CH2:10][NH:17][C@H:16]([CH3:18])[C:15]([O:14][CH3:13])=[O:19])=[CH:4][C:3]([Br:2])=[CH:8][N:7]=1. The catalyst class is: 3.